Predict the reactants needed to synthesize the given product. From a dataset of Full USPTO retrosynthesis dataset with 1.9M reactions from patents (1976-2016). (1) Given the product [CH3:6][C:7]([CH3:36])([CH2:34][CH3:35])[CH2:8][C:9]1[N:10]=[C:11]([CH2:33][C:48]([C:47]2[CH:46]=[CH:45][C:44]([C:41]3[CH:40]=[CH:39][C:38]([F:37])=[CH:43][N:42]=3)=[CH:55][CH:54]=2)=[O:49])[N:12]([C:14]([C:27]2[CH:32]=[CH:31][CH:30]=[CH:29][CH:28]=2)([C:21]2[CH:22]=[CH:23][CH:24]=[CH:25][CH:26]=2)[C:15]2[CH:20]=[CH:19][CH:18]=[CH:17][CH:16]=2)[CH:13]=1, predict the reactants needed to synthesize it. The reactants are: C([Li])CCC.[CH3:6][C:7]([CH3:36])([CH2:34][CH3:35])[CH2:8][C:9]1[N:10]=[C:11]([CH3:33])[N:12]([C:14]([C:27]2[CH:32]=[CH:31][CH:30]=[CH:29][CH:28]=2)([C:21]2[CH:26]=[CH:25][CH:24]=[CH:23][CH:22]=2)[C:15]2[CH:20]=[CH:19][CH:18]=[CH:17][CH:16]=2)[CH:13]=1.[F:37][C:38]1[CH:39]=[CH:40][C:41]([C:44]2[CH:55]=[CH:54][C:47]([C:48](N(OC)C)=[O:49])=[CH:46][CH:45]=2)=[N:42][CH:43]=1. (2) Given the product [CH2:35]([O:37][C:38](=[O:44])[CH2:39][CH2:40][C:41]([NH:31][C:25]1[CH:26]=[CH:27][CH:28]=[C:29]([CH3:30])[C:24]=1[C:20]1[CH:21]=[CH:22][CH:23]=[C:18]([S:15]([C:13]2[CH:14]=[C:10]([C:8]([NH:7][C:6]([O:5][C:1]([CH3:4])([CH3:3])[CH3:2])=[O:34])=[NH:9])[S:11][C:12]=2[S:32][CH3:33])(=[O:17])=[O:16])[CH:19]=1)=[O:42])[CH3:36], predict the reactants needed to synthesize it. The reactants are: [C:1]([O:5][C:6](=[O:34])[NH:7][C:8]([C:10]1[S:11][C:12]([S:32][CH3:33])=[C:13]([S:15]([C:18]2[CH:19]=[C:20]([C:24]3[C:29]([CH3:30])=[CH:28][CH:27]=[CH:26][C:25]=3[NH2:31])[CH:21]=[CH:22][CH:23]=2)(=[O:17])=[O:16])[CH:14]=1)=[NH:9])([CH3:4])([CH3:3])[CH3:2].[CH2:35]([O:37][C:38](=[O:44])[CH2:39][CH2:40][C:41](Cl)=[O:42])[CH3:36].C1COCC1. (3) Given the product [CH3:47][S:48]([O:27][CH2:26][C:24]1[CH:25]=[C:20]([O:19][CH2:1][CH2:2][CH2:3][CH2:4][CH2:5][CH2:6][CH2:7][CH2:8]/[CH:9]=[CH:10]\[CH2:11]/[CH:12]=[CH:13]\[CH2:14][CH2:15][CH2:16][CH2:17][CH3:18])[N:21]=[C:22]([O:28][CH2:29][CH2:30][CH2:31][CH2:32][CH2:33][CH2:34][CH2:35][CH2:36]/[CH:37]=[CH:38]\[CH2:39]/[CH:40]=[CH:41]\[CH2:42][CH2:43][CH2:44][CH2:45][CH3:46])[CH:23]=1)(=[O:50])=[O:49], predict the reactants needed to synthesize it. The reactants are: [CH2:1]([O:19][C:20]1[CH:25]=[C:24]([CH2:26][OH:27])[CH:23]=[C:22]([O:28][CH2:29][CH2:30][CH2:31][CH2:32][CH2:33][CH2:34][CH2:35][CH2:36]/[CH:37]=[CH:38]\[CH2:39]/[CH:40]=[CH:41]\[CH2:42][CH2:43][CH2:44][CH2:45][CH3:46])[N:21]=1)[CH2:2][CH2:3][CH2:4][CH2:5][CH2:6][CH2:7][CH2:8]/[CH:9]=[CH:10]\[CH2:11]/[CH:12]=[CH:13]\[CH2:14][CH2:15][CH2:16][CH2:17][CH3:18].[CH3:47][S:48](Cl)(=[O:50])=[O:49].Cl. (4) Given the product [CH2:1]1[C:10]2[C:5](=[CH:6][CH:7]=[CH:8][CH:9]=2)[CH2:4][CH2:3][N:2]1[C:30](=[O:31])[CH2:29][N:13]1[CH2:14][CH2:15][C:16]([C:17]2[CH:22]=[CH:21][CH:20]=[CH:19][CH:18]=2)([C:23]2[CH:28]=[CH:27][CH:26]=[CH:25][CH:24]=2)[C:12]1=[O:11], predict the reactants needed to synthesize it. The reactants are: [CH2:1]1[C:10]2[C:5](=[CH:6][CH:7]=[CH:8][CH:9]=2)[CH2:4][CH2:3][NH:2]1.[O:11]=[C:12]1[C:16]([C:23]2[CH:28]=[CH:27][CH:26]=[CH:25][CH:24]=2)([C:17]2[CH:22]=[CH:21][CH:20]=[CH:19][CH:18]=2)[CH2:15][CH2:14][N:13]1[CH2:29][C:30](O)=[O:31].Cl.C(N=C=NCCCN(C)C)C. (5) The reactants are: [CH2:1]([C:3]1[CH:9]=[CH:8][CH:7]=[C:6]([CH2:10][CH3:11])[C:4]=1[NH2:5])[CH3:2].[C:12]([C:15]1[CH:20]=[CH:19][CH:18]=[C:17]([C:21](=O)[CH3:22])[N:16]=1)(=O)[CH3:13]. Given the product [CH2:1]([C:3]1[CH:9]=[CH:8][CH:7]=[C:6]([CH2:10][CH3:11])[C:4]=1[N:5]=[C:12]([C:15]1[CH:20]=[CH:19][CH:18]=[C:17]([C:21](=[N:5][C:4]2[C:6]([CH2:10][CH3:11])=[CH:7][CH:8]=[CH:9][C:3]=2[CH2:1][CH3:2])[CH3:22])[N:16]=1)[CH3:13])[CH3:2], predict the reactants needed to synthesize it.